From a dataset of Catalyst prediction with 721,799 reactions and 888 catalyst types from USPTO. Predict which catalyst facilitates the given reaction. (1) Reactant: [CH2:1]([N:8]([CH2:16][C:17]1[CH:22]=[CH:21][CH:20]=[CH:19][CH:18]=1)[CH2:9][CH2:10][N:11]1[CH:15]=[CH:14][N:13]=[N:12]1)[C:2]1[CH:7]=[CH:6][CH:5]=[CH:4][CH:3]=1.[Li]CCCC.CCCCCC.CON(C)[C:37](=[O:39])[CH3:38]. Product: [CH2:16]([N:8]([CH2:1][C:2]1[CH:3]=[CH:4][CH:5]=[CH:6][CH:7]=1)[CH2:9][CH2:10][N:11]1[C:15]([C:37](=[O:39])[CH3:38])=[CH:14][N:13]=[N:12]1)[C:17]1[CH:22]=[CH:21][CH:20]=[CH:19][CH:18]=1. The catalyst class is: 20. (2) Reactant: [F:1][C:2]1[CH:7]=[C:6]([S:8]([CH3:11])(=[O:10])=[O:9])[CH:5]=[CH:4][C:3]=1[OH:12].Cl[C:14]1[N:19]=[CH:18][N:17]=[C:16]2[N:20]([CH:23]3[CH2:28][CH2:27][N:26]([C:29]4[O:33][N:32]=[C:31]([CH:34]([CH3:36])[CH3:35])[N:30]=4)[CH2:25][CH2:24]3)[N:21]=[CH:22][C:15]=12.C(=O)([O-])[O-].[K+].[K+]. The catalyst class is: 3. Product: [F:1][C:2]1[CH:7]=[C:6]([S:8]([CH3:11])(=[O:9])=[O:10])[CH:5]=[CH:4][C:3]=1[O:12][C:14]1[N:19]=[CH:18][N:17]=[C:16]2[N:20]([CH:23]3[CH2:24][CH2:25][N:26]([C:29]4[O:33][N:32]=[C:31]([CH:34]([CH3:36])[CH3:35])[N:30]=4)[CH2:27][CH2:28]3)[N:21]=[CH:22][C:15]=12. (3) Reactant: C([O:3][C:4](=[O:23])[CH2:5][CH2:6][CH2:7][O:8][C:9]1[CH:14]=[CH:13][C:12]([CH2:15][CH2:16][CH2:17][CH2:18][CH2:19][CH2:20][CH2:21][CH3:22])=[CH:11][CH:10]=1)C.[OH-].[Na+].Cl. Product: [CH2:15]([C:12]1[CH:13]=[CH:14][C:9]([O:8][CH2:7][CH2:6][CH2:5][C:4]([OH:23])=[O:3])=[CH:10][CH:11]=1)[CH2:16][CH2:17][CH2:18][CH2:19][CH2:20][CH2:21][CH3:22]. The catalyst class is: 12.